Dataset: Full USPTO retrosynthesis dataset with 1.9M reactions from patents (1976-2016). Task: Predict the reactants needed to synthesize the given product. Given the product [CH:26]([O:28][CH2:29][CH2:30][O:31][NH:32][C:19]([C:11]1[O:12][C:13]2[CH:18]=[CH:17][N:16]=[CH:15][C:14]=2[C:10]=1[NH:9][C:3]1[CH:4]=[CH:5][C:6]([I:8])=[CH:7][C:2]=1[F:1])=[O:21])=[CH2:27], predict the reactants needed to synthesize it. The reactants are: [F:1][C:2]1[CH:7]=[C:6]([I:8])[CH:5]=[CH:4][C:3]=1[NH:9][C:10]1[C:14]2[CH:15]=[N:16][CH:17]=[CH:18][C:13]=2[O:12][C:11]=1[C:19]([O:21]CC)=O.[OH-].[Na+].[CH:26]([O:28][CH2:29][CH2:30][O:31][NH2:32])=[CH2:27].C1C=CC2N(O)N=NC=2C=1.